Dataset: Reaction yield outcomes from USPTO patents with 853,638 reactions. Task: Predict the reaction yield, written as a fraction of the theoretical maximum amount of product (1.0 means a 100% yield; for example, 0.34 means a 34% yield). The reactants are [CH2:1]([C:3]([C:21]1[CH:32]=[CH:31][C:24]([C:25](N(OC)C)=[O:26])=[C:23]([CH3:33])[CH:22]=1)([C:6]1[CH:11]=[CH:10][C:9]([O:12][CH2:13][CH:14]([OH:19])[C:15]([CH3:18])([CH3:17])[CH3:16])=[C:8]([CH3:20])[CH:7]=1)[CH2:4][CH3:5])[CH3:2].C1COCC1.[H-].[H-].[H-].[H-].[Li+].[Al+3]. The catalyst is CCOCC. The product is [CH2:1]([C:3]([C:21]1[CH:32]=[CH:31][C:24]([CH:25]=[O:26])=[C:23]([CH3:33])[CH:22]=1)([C:6]1[CH:11]=[CH:10][C:9]([O:12][CH2:13][CH:14]([OH:19])[C:15]([CH3:17])([CH3:18])[CH3:16])=[C:8]([CH3:20])[CH:7]=1)[CH2:4][CH3:5])[CH3:2]. The yield is 0.730.